Dataset: Reaction yield outcomes from USPTO patents with 853,638 reactions. Task: Predict the reaction yield, written as a fraction of the theoretical maximum amount of product (1.0 means a 100% yield; for example, 0.34 means a 34% yield). (1) The product is [Cl:22][C:23]1[CH:24]=[C:25]([C:2]2[CH:3]=[CH:4][C:5]3[O:9][C:8]4([CH2:10][CH2:11][C:12]5[CH:19]=[CH:18][CH:17]=[CH:16][C:13]=5[CH2:14][CH2:15]4)[C:7](=[O:20])[C:6]=3[CH:21]=2)[CH:26]=[C:27]([F:29])[CH:28]=1. The yield is 0.920. The catalyst is C(Cl)Cl.Cl[Pd](Cl)([P](C1C=CC=CC=1)(C1C=CC=CC=1)C1C=CC=CC=1)[P](C1C=CC=CC=1)(C1C=CC=CC=1)C1C=CC=CC=1.O. The reactants are Br[C:2]1[CH:3]=[CH:4][C:5]2[O:9][C:8]3([CH2:15][CH2:14][C:13]4[CH:16]=[CH:17][CH:18]=[CH:19][C:12]=4[CH2:11][CH2:10]3)[C:7](=[O:20])[C:6]=2[CH:21]=1.[Cl:22][C:23]1[CH:24]=[C:25](B(O)O)[CH:26]=[C:27]([F:29])[CH:28]=1.C([O-])([O-])=O.[Cs+].[Cs+].O1CCOCC1. (2) The reactants are O[C:2]1[C:11]2[C:6](=[N:7][CH:8]=[CH:9][CH:10]=2)[N:5]([C:12]2[CH:17]=[CH:16][CH:15]=[C:14]([O:18][C:19]([F:22])([F:21])[F:20])[CH:13]=2)[C:4](=[O:23])[C:3]=1[C:24](=O)[CH2:25][C:26]1[CH:31]=[CH:30][C:29](OC(F)(F)F)=[CH:28][CH:27]=1.[OH2:38].[NH2:39][NH2:40].C(=O)([O-])O.[Na+]. The catalyst is CN(C=O)C. The product is [F:20][C:19]([F:22])([F:21])[O:38][C:29]1[CH:28]=[CH:27][C:26]([CH2:25][C:24]2[C:3]3[C:4](=[O:23])[N:5]([C:12]4[CH:17]=[CH:16][CH:15]=[C:14]([O:18][C:19]([F:22])([F:21])[F:20])[CH:13]=4)[C:6]4[N:7]=[CH:8][CH:9]=[CH:10][C:11]=4[C:2]=3[NH:40][N:39]=2)=[CH:31][CH:30]=1. The yield is 0.580. (3) The yield is 0.390. The product is [C:31]([O:30][C:29]([NH:28][C:24]1([C:21]2[CH:22]=[CH:23][C:18]([C:9]3[C:10]([C:12]4[CH:13]=[CH:14][CH:15]=[CH:16][CH:17]=4)=[CH:11][C:4]4[N:3]([CH2:39][C:40]([O:42][CH2:43][CH3:44])=[O:41])[C:2](=[O:1])[CH2:7][O:6][C:5]=4[N:8]=3)=[CH:19][CH:20]=2)[CH2:25][CH2:26][CH2:27]1)=[O:35])([CH3:32])([CH3:34])[CH3:33]. The reactants are [O:1]=[C:2]1[CH2:7][O:6][C:5]2[N:8]=[C:9]([C:18]3[CH:23]=[CH:22][C:21]([C:24]4([NH:28][C:29](=[O:35])[O:30][C:31]([CH3:34])([CH3:33])[CH3:32])[CH2:27][CH2:26][CH2:25]4)=[CH:20][CH:19]=3)[C:10]([C:12]3[CH:17]=[CH:16][CH:15]=[CH:14][CH:13]=3)=[CH:11][C:4]=2[NH:3]1.[H-].[Na+].Br[CH2:39][C:40]([O:42][CH2:43][CH3:44])=[O:41]. The catalyst is CN(C)C=O. (4) The reactants are [CH3:1][NH:2][CH2:3][C:4]1[O:5][C:6]2[CH:13]=[CH:12][CH:11]=[CH:10][C:7]=2[C:8]=1[CH3:9].[O:14]=[C:15]1[CH2:20][O:19][C:18]2[CH:21]=[C:22]([CH:25]=[CH:26][C:27](O)=[O:28])[CH:23]=[N:24][C:17]=2[NH:16]1.ON1C2C=CC=CC=2N=N1.C(N(C(C)C)CC)(C)C.CN(C)CCCN=C=NCC. The catalyst is CN(C=O)C.O. The product is [CH3:1][N:2]([CH2:3][C:4]1[O:5][C:6]2[CH:13]=[CH:12][CH:11]=[CH:10][C:7]=2[C:8]=1[CH3:9])[C:27](=[O:28])/[CH:26]=[CH:25]/[C:22]1[CH:23]=[N:24][C:17]2[NH:16][C:15](=[O:14])[CH2:20][O:19][C:18]=2[CH:21]=1. The yield is 0.500.